Task: Predict the reaction yield, written as a fraction of the theoretical maximum amount of product (1.0 means a 100% yield; for example, 0.34 means a 34% yield).. Dataset: Reaction yield outcomes from USPTO patents with 853,638 reactions (1) The reactants are Br[CH2:2][C:3]1[C:13]([Cl:14])=[N:12][CH:11]=[CH:10][C:4]=1[C:5]([O:7]CC)=O.Cl.[F:16][C:17]1[CH:18]=[C:19]([CH:31]=[CH:32][CH:33]=1)[O:20][C:21]1[N:26]=[CH:25][C:24]([CH:27]([NH2:29])[CH3:28])=[CH:23][C:22]=1[CH3:30]. No catalyst specified. The product is [Cl:14][C:13]1[C:3]2[CH2:2][N:29]([CH:27]([C:24]3[CH:25]=[N:26][C:21]([O:20][C:19]4[CH:31]=[CH:32][CH:33]=[C:17]([F:16])[CH:18]=4)=[C:22]([CH3:30])[CH:23]=3)[CH3:28])[C:5](=[O:7])[C:4]=2[CH:10]=[CH:11][N:12]=1. The yield is 0.500. (2) The reactants are [Br:1][C:2]1[CH:7]=[CH:6][C:5]([OH:8])=[CH:4][C:3]=1[F:9].C1(P(C2C=CC=CC=2)C2C=CC=CC=2)C=CC=CC=1.[O:29]1[CH2:34][CH2:33][N:32]([CH2:35][CH2:36]O)[CH2:31][CH2:30]1.N(C(OC(C)C)=O)=NC(OC(C)C)=O. The catalyst is C(Cl)Cl. The product is [Br:1][C:2]1[CH:7]=[CH:6][C:5]([O:8][CH2:36][CH2:35][N:32]2[CH2:33][CH2:34][O:29][CH2:30][CH2:31]2)=[CH:4][C:3]=1[F:9]. The yield is 0.330. (3) The reactants are Cl.[CH3:2][C:3]1[CH:7]=[CH:6][S:5][C:4]=1[CH2:8][O:9][CH:10]1[CH2:13][NH:12][CH2:11]1.CCN=C=NCCCN(C)C.C1C=CC2N(O)N=NC=2C=1.C(N(C(C)C)CC)(C)C.Cl.[O:45]=[C:46]1[NH:55][C:54]2[N:53]=[CH:52][C:51](/[CH:56]=[CH:57]/[C:58](O)=[O:59])=[CH:50][C:49]=2[CH2:48][CH2:47]1. The catalyst is CN(C)C=O. The product is [CH3:2][C:3]1[CH:7]=[CH:6][S:5][C:4]=1[CH2:8][O:9][CH:10]1[CH2:11][N:12]([C:58](=[O:59])/[CH:57]=[CH:56]/[C:51]2[CH:50]=[C:49]3[C:54](=[N:53][CH:52]=2)[NH:55][C:46](=[O:45])[CH2:47][CH2:48]3)[CH2:13]1. The yield is 0.440. (4) The reactants are [C:1](Cl)(=[O:3])[CH3:2].[CH3:5][C:6]1([CH3:20])[CH2:12][CH2:11][CH2:10][NH:9][C:8]2[CH:13]=[C:14]([N+:17]([O-:19])=[O:18])[CH:15]=[CH:16][C:7]1=2.C([O-])(O)=O.[Na+].O. The catalyst is C(Cl)Cl. The product is [CH3:5][C:6]1([CH3:20])[CH2:12][CH2:11][CH2:10][N:9]([C:1](=[O:3])[CH3:2])[C:8]2[CH:13]=[C:14]([N+:17]([O-:19])=[O:18])[CH:15]=[CH:16][C:7]1=2. The yield is 0.640. (5) The reactants are [CH2:1]([N:8]1[CH2:12][CH:11]([C:13]2[CH:18]=[CH:17][C:16]([Cl:19])=[C:15]([Cl:20])[CH:14]=2)[CH:10]([NH2:21])[CH2:9]1)[C:2]1[CH:7]=[CH:6][CH:5]=[CH:4][CH:3]=1.[C:22]([O-])([O-])=O.[K+].[K+].ClC(OCC)=O.B. The catalyst is C1COCC1.O. The product is [CH2:1]([N:8]1[CH2:12][CH:11]([C:13]2[CH:18]=[CH:17][C:16]([Cl:19])=[C:15]([Cl:20])[CH:14]=2)[CH:10]([NH:21][CH3:22])[CH2:9]1)[C:2]1[CH:3]=[CH:4][CH:5]=[CH:6][CH:7]=1. The yield is 0.760. (6) The reactants are [CH3:1][CH:2]([CH3:5])[CH2:3][SH:4].F[C:7]1[CH:8]=[C:9]([CH3:16])[CH:10]=[CH:11][C:12]=1[N+:13]([O-:15])=[O:14].[CH2:17]([S:21][C:22]1[CH:28]=[C:27]([CH3:29])[CH:26]=[CH:25][C:23]=1[NH2:24])[CH:18]([CH3:20])[CH3:19].[NH2:30][C:31]1SC=[CH:34][N:35]=1. No catalyst specified. The product is [CH2:3]([S:4][C:7]1[CH:8]=[C:9]([CH3:16])[CH:10]=[CH:11][C:12]=1[N+:13]([O-:15])=[O:14])[CH:2]([CH3:5])[CH3:1].[CH2:17]([S:21][C:22]1[CH:28]=[C:27]([CH3:29])[CH:26]=[CH:25][C:23]=1[NH:24][C:34]([NH:35][C:31]1[S:4][CH:3]=[CH:2][N:30]=1)=[O:14])[CH:18]([CH3:20])[CH3:19]. The yield is 0.670. (7) The reactants are [Cl:1][C:2]1[CH:7]=[C:6]([Cl:8])[CH:5]=[CH:4][C:3]=1[CH2:9][C:10]([OH:12])=O.[CH3:13][C:14]1[N:15]=[C:16]([NH2:25])[S:17][C:18]=1[CH2:19][CH2:20][O:21][N+:22]([O-:24])=[O:23]. No catalyst specified. The product is [Cl:1][C:2]1[CH:7]=[C:6]([Cl:8])[CH:5]=[CH:4][C:3]=1[CH2:9][C:10]([NH:25][C:16]1[S:17][C:18]([CH2:19][CH2:20][O:21][N+:22]([O-:24])=[O:23])=[C:14]([CH3:13])[N:15]=1)=[O:12]. The yield is 0.690.